This data is from Catalyst prediction with 721,799 reactions and 888 catalyst types from USPTO. The task is: Predict which catalyst facilitates the given reaction. (1) Reactant: Cl[C:2]1[C:3]2[C:4](=[CH:13][N:14](CC3C=CC(OC)=CC=3)[N:15]=2)[N:5]=[C:6]([C:8]2[CH:12]=[CH:11][S:10][CH:9]=2)[N:7]=1.[CH3:25][O:26][C:27]1[CH:28]=[C:29]([CH:31]=[CH:32][C:33]=1[O:34][CH3:35])[NH2:30].Cl. Product: [CH3:25][O:26][C:27]1[CH:28]=[C:29]([NH:30][C:2]2[C:3]3[NH:15][N:14]=[CH:13][C:4]=3[N:5]=[C:6]([C:8]3[CH:12]=[CH:11][S:10][CH:9]=3)[N:7]=2)[CH:31]=[CH:32][C:33]=1[O:34][CH3:35]. The catalyst class is: 71. (2) The catalyst class is: 1. Reactant: Br[C:2]1[CH:3]=[C:4]([CH:7]=[CH:8][CH:9]=1)[C:5]#[N:6].CC(C)=O.C(=O)=O.[Li]CCCC.[C:22]([N:26]1[C:30]2[NH:31][C:32](=[O:44])[CH2:33][CH:34]([C:35]3[CH:40]=[C:39]([F:41])[C:38]([F:42])=[CH:37][C:36]=3[F:43])[C:29]=2[C:28]([CH:45]2[CH2:48][C:47](=[O:49])[CH2:46]2)=[N:27]1)([CH3:25])([CH3:24])[CH3:23]. Product: [C:22]([N:26]1[C:30]2[NH:31][C:32](=[O:44])[CH2:33][CH:34]([C:35]3[CH:40]=[C:39]([F:41])[C:38]([F:42])=[CH:37][C:36]=3[F:43])[C:29]=2[C:28]([CH:45]2[CH2:48][C:47]([C:2]3[CH:3]=[C:4]([CH:7]=[CH:8][CH:9]=3)[C:5]#[N:6])([OH:49])[CH2:46]2)=[N:27]1)([CH3:25])([CH3:23])[CH3:24]. (3) Reactant: [Cl:1][C:2]1[CH:7]=[CH:6][C:5]([S:8]([N:11]([C:15]2[C:16]([CH:22]([OH:32])[C:23]3[CH:28]=[CH:27][CH:26]=[CH:25][C:24]=3[N+:29]([O-:31])=[O:30])=[N:17][CH:18]=[C:19]([Cl:21])[CH:20]=2)[CH2:12][O:13][CH3:14])(=[O:10])=[O:9])=[CH:4][C:3]=1[C:33]([F:36])([F:35])[F:34].CC(OI1(OC(C)=O)(OC(C)=O)OC(=O)C2C=CC=CC1=2)=O.[O-]S([O-])(=S)=O.[Na+].[Na+].C([O-])(O)=O.[Na+]. Product: [Cl:1][C:2]1[CH:7]=[CH:6][C:5]([S:8]([N:11]([C:15]2[C:16]([C:22](=[O:32])[C:23]3[CH:28]=[CH:27][CH:26]=[CH:25][C:24]=3[N+:29]([O-:31])=[O:30])=[N:17][CH:18]=[C:19]([Cl:21])[CH:20]=2)[CH2:12][O:13][CH3:14])(=[O:9])=[O:10])=[CH:4][C:3]=1[C:33]([F:34])([F:36])[F:35]. The catalyst class is: 2. (4) Reactant: C(O)(=[O:3])C.[CH3:5][C:6]1[C:11]([CH3:12])=[CH:10][C:9]([CH3:13])=[CH:8][N:7]=1.OO.S([O-])([O-])=O.[Na+].[Na+].C(=O)([O-])[O-].[Na+].[Na+]. Product: [CH3:5][C:6]1[C:11]([CH3:12])=[CH:10][C:9]([CH3:13])=[CH:8][N+:7]=1[O-:3]. The catalyst class is: 6. (5) Reactant: [CH2:1]([O:3][C:4]([C:6]1[S:7][C:8]([S:31][CH3:32])=[C:9]([S:11]([C:14]2[CH:15]=[C:16]([C:25]3[CH:30]=[CH:29][CH:28]=[CH:27][CH:26]=3)[CH:17]=[C:18]([O:20]C(C)(C)C)[CH:19]=2)(=[O:13])=[O:12])[CH:10]=1)=[O:5])[CH3:2]. Product: [CH2:1]([O:3][C:4]([C:6]1[S:7][C:8]([S:31][CH3:32])=[C:9]([S:11]([C:14]2[CH:15]=[C:16]([C:25]3[CH:26]=[CH:27][CH:28]=[CH:29][CH:30]=3)[CH:17]=[C:18]([OH:20])[CH:19]=2)(=[O:13])=[O:12])[CH:10]=1)=[O:5])[CH3:2]. The catalyst class is: 137.